This data is from Peptide-MHC class I binding affinity with 185,985 pairs from IEDB/IMGT. The task is: Regression. Given a peptide amino acid sequence and an MHC pseudo amino acid sequence, predict their binding affinity value. This is MHC class I binding data. (1) The MHC is HLA-B18:01 with pseudo-sequence HLA-B18:01. The binding affinity (normalized) is 0.0847. The peptide sequence is FHAPPPSVC. (2) The peptide sequence is LVIGVAFLA. The MHC is HLA-A68:02 with pseudo-sequence HLA-A68:02. The binding affinity (normalized) is 1.00. (3) The peptide sequence is LEKWNLGII. The MHC is HLA-B27:05 with pseudo-sequence HLA-B27:05. The binding affinity (normalized) is 0.0847. (4) The peptide sequence is SFHIIEWLF. The MHC is HLA-A24:03 with pseudo-sequence HLA-A24:03. The binding affinity (normalized) is 0.834. (5) The peptide sequence is RRFFPYYVYN. The MHC is HLA-B27:05 with pseudo-sequence HLA-B27:05. The binding affinity (normalized) is 0.297.